From a dataset of Reaction yield outcomes from USPTO patents with 853,638 reactions. Predict the reaction yield, written as a fraction of the theoretical maximum amount of product (1.0 means a 100% yield; for example, 0.34 means a 34% yield). (1) The reactants are [CH2:1]([O:8][C:9]1[CH:14]=[CH:13][C:12]([C:15]2[NH:16][CH:17]=[C:18]([C:20]3[N:24]([CH:25]([CH3:27])[CH3:26])[N:23]=[CH:22][N:21]=3)[N:19]=2)=[C:11]([F:28])[CH:10]=1)[C:2]1[CH:7]=[CH:6][CH:5]=[CH:4][CH:3]=1.[O:29]1[CH2:33][CH2:32]OC1=O. The catalyst is C1(C)C=CC=CC=1. The product is [CH2:1]([O:8][C:9]1[CH:14]=[CH:13][C:12]([C:15]2[N:16]([CH2:32][CH2:33][OH:29])[CH:17]=[C:18]([C:20]3[N:24]([CH:25]([CH3:26])[CH3:27])[N:23]=[CH:22][N:21]=3)[N:19]=2)=[C:11]([F:28])[CH:10]=1)[C:2]1[CH:3]=[CH:4][CH:5]=[CH:6][CH:7]=1. The yield is 0.700. (2) The reactants are N[C:2]1[CH:9]=[CH:8][CH:7]=[C:6]([F:10])[C:3]=1[C:4]#[N:5].N([O-])=O.[Na+].[BrH:15]. The catalyst is O1CCOCC1.O.[Cu]Br. The product is [Br:15][C:2]1[CH:9]=[CH:8][CH:7]=[C:6]([F:10])[C:3]=1[C:4]#[N:5]. The yield is 0.700. (3) The reactants are [C:1]([O:5][C:6]([N:8]([C:13]1[CH:34]=[CH:33][C:16]([C:17]([O:19][C:20]([CH3:32])([CH3:31])[C:21]([O:23]CC2C=CC=CC=2)=[O:22])=[O:18])=[CH:15][C:14]=1[O:35][CH2:36][CH:37]1[CH2:39][CH2:38]1)[S:9]([CH3:12])(=[O:11])=[O:10])=[O:7])([CH3:4])([CH3:3])[CH3:2].C([O-])=O.[NH4+]. The catalyst is CO.[Pd]. The product is [C:1]([O:5][C:6]([N:8]([C:13]1[CH:34]=[CH:33][C:16]([C:17]([O:19][C:20]([CH3:32])([CH3:31])[C:21]([OH:23])=[O:22])=[O:18])=[CH:15][C:14]=1[O:35][CH2:36][CH:37]1[CH2:38][CH2:39]1)[S:9]([CH3:12])(=[O:10])=[O:11])=[O:7])([CH3:2])([CH3:3])[CH3:4]. The yield is 0.960. (4) The reactants are [CH3:1][C:2]1[C:3]([CH2:9][OH:10])=[N:4][CH:5]=[CH:6][C:7]=1[CH3:8]. The catalyst is O=[Mn]=O.C(Cl)Cl. The product is [CH3:1][C:2]1[C:3]([CH:9]=[O:10])=[N:4][CH:5]=[CH:6][C:7]=1[CH3:8]. The yield is 0.800. (5) The reactants are Br[C:2]1[CH:7]=[CH:6][C:5]([F:8])=[CH:4][N:3]=1.[Li]CCCC.[C:14]([C:17]1[CH:18]=[N:19][C:20]([N:23]2[CH2:28][CH2:27][N:26]([C:29]([O:31][CH2:32][C:33]3[CH:38]=[CH:37][CH:36]=[CH:35][CH:34]=3)=[O:30])[CH2:25][CH2:24]2)=[N:21][CH:22]=1)(=[O:16])[CH3:15]. The yield is 0.200. The product is [F:8][C:5]1[CH:6]=[CH:7][C:2]([C:14]([C:17]2[CH:18]=[N:19][C:20]([N:23]3[CH2:28][CH2:27][N:26]([C:29]([O:31][CH2:32][C:33]4[CH:38]=[CH:37][CH:36]=[CH:35][CH:34]=4)=[O:30])[CH2:25][CH2:24]3)=[N:21][CH:22]=2)([OH:16])[CH3:15])=[N:3][CH:4]=1. The catalyst is C1COCC1. (6) The catalyst is ClCCl. The product is [C:17]([NH:21][C:6]([C:5]1[S:1][C:2]2[CH2:12][CH2:11][CH2:10][CH2:9][C:3]=2[CH:4]=1)=[O:8])([CH3:20])([CH3:19])[CH3:18]. The yield is 0.800. The reactants are [S:1]1[C:5]([C:6]([OH:8])=O)=[CH:4][C:3]2[CH2:9][CH2:10][CH2:11][CH2:12][C:2]1=2.S(Cl)(Cl)=O.[C:17]([NH2:21])([CH3:20])([CH3:19])[CH3:18]. (7) The reactants are [Br:1][C:2]1[N:6]=[C:5]([CH:7]=O)[N:4]([CH3:9])[N:3]=1.[Cl-].[CH3:11][C:12]1[N:17]2[N:18]=[C:19]([CH2:21][P+](C3C=CC=CC=3)(C3C=CC=CC=3)C3C=CC=CC=3)[N:20]=[C:16]2[C:15]([CH3:41])=[N:14][CH:13]=1. No catalyst specified. The product is [Br:1][C:2]1[N:6]=[C:5](/[CH:7]=[CH:21]/[C:19]2[N:20]=[C:16]3[C:15]([CH3:41])=[N:14][CH:13]=[C:12]([CH3:11])[N:17]3[N:18]=2)[N:4]([CH3:9])[N:3]=1. The yield is 0.673. (8) The reactants are [Cl:1][C:2]1[N:7]=[C:6](Cl)[C:5]([C:9]([OH:11])=[O:10])=[CH:4][N:3]=1.C(N(CC)CC)C.[NH2:19][CH2:20][CH2:21][CH2:22][NH:23][C:24](=[O:30])[O:25][C:26]([CH3:29])([CH3:28])[CH3:27].C(OCC)(=O)C. The catalyst is C1COCC1. The product is [C:26]([O:25][C:24]([NH:23][CH2:22][CH2:21][CH2:20][NH:19][C:6]1[C:5]([C:9]([OH:11])=[O:10])=[CH:4][N:3]=[C:2]([Cl:1])[N:7]=1)=[O:30])([CH3:29])([CH3:28])[CH3:27]. The yield is 0.886. (9) The reactants are C(OCC)(=O)C.C(OC([N:14]1[CH2:19][CH2:18][CH:17]([O:20][C:21]2[CH:26]=[CH:25][C:24]([Cl:27])=[CH:23][CH:22]=2)[CH2:16][CH2:15]1)=O)(C)(C)C. The catalyst is Cl. The product is [ClH:27].[Cl:27][C:24]1[CH:25]=[CH:26][C:21]([O:20][CH:17]2[CH2:16][CH2:15][NH:14][CH2:19][CH2:18]2)=[CH:22][CH:23]=1. The yield is 0.752. (10) The reactants are Cl[C:2]1[N:7]=[C:6]([CH3:8])[N:5]=[C:4]([NH2:9])[N:3]=1.[Cl:10][C:11]1[C:16](B(O)O)=[CH:15][C:14]([CH3:20])=[CH:13][N:12]=1.O.C(=O)([O-])[O-].[Na+].[Na+].COCCOC.O. The catalyst is C1C=CC([P]([Pd]([P](C2C=CC=CC=2)(C2C=CC=CC=2)C2C=CC=CC=2)([P](C2C=CC=CC=2)(C2C=CC=CC=2)C2C=CC=CC=2)[P](C2C=CC=CC=2)(C2C=CC=CC=2)C2C=CC=CC=2)(C2C=CC=CC=2)C2C=CC=CC=2)=CC=1. The product is [Cl:10][C:11]1[C:16]([C:2]2[N:7]=[C:6]([CH3:8])[N:5]=[C:4]([NH2:9])[N:3]=2)=[CH:15][C:14]([CH3:20])=[CH:13][N:12]=1. The yield is 0.360.